This data is from Catalyst prediction with 721,799 reactions and 888 catalyst types from USPTO. The task is: Predict which catalyst facilitates the given reaction. Reactant: [Cl:1][C:2]1[N:7]=[C:6](Cl)[C:5]([Cl:9])=[CH:4][N:3]=1.[NH2:10][C:11]1[CH:22]=[CH:21][CH:20]=[CH:19][C:12]=1[C:13]([NH:15][CH2:16][CH2:17][OH:18])=[O:14].C(N(C(C)C)CC)(C)C. Product: [Cl:1][C:2]1[N:7]=[C:6]([NH:10][C:11]2[CH:22]=[CH:21][CH:20]=[CH:19][C:12]=2[C:13]([NH:15][CH2:16][CH2:17][OH:18])=[O:14])[C:5]([Cl:9])=[CH:4][N:3]=1. The catalyst class is: 32.